From a dataset of Reaction yield outcomes from USPTO patents with 853,638 reactions. Predict the reaction yield, written as a fraction of the theoretical maximum amount of product (1.0 means a 100% yield; for example, 0.34 means a 34% yield). (1) The reactants are [CH:1](NC(C)C)(C)C.[Cl:8][C:9]1[CH:16]=[C:15]([N:17]2[C:21](=[O:22])[CH2:20][C@H:19]([OH:23])[C@@H:18]2[CH2:24][CH3:25])[CH:14]=[CH:13][C:10]=1[C:11]#[N:12].IC.C(O)(=O)C. The catalyst is O1CCCC1.O. The product is [Cl:8][C:9]1[CH:16]=[C:15]([N:17]2[C:21](=[O:22])[C@@H:20]([CH3:1])[C@H:19]([OH:23])[C@@H:18]2[CH2:24][CH3:25])[CH:14]=[CH:13][C:10]=1[C:11]#[N:12]. The yield is 0.130. (2) The catalyst is ClCCl. The yield is 0.420. The product is [CH2:14]([O:13][C:11]([CH:10]1[CH:6]([C:4]([O:3][CH2:1][CH3:2])=[O:5])[CH2:7][N:8]([S:23]([CH3:22])(=[O:25])=[O:24])[CH2:9]1)=[O:12])[CH3:15]. The reactants are [CH2:1]([O:3][C:4]([CH:6]1[CH:10]([C:11]([O:13][CH2:14][CH3:15])=[O:12])[CH2:9][NH:8][CH2:7]1)=[O:5])[CH3:2].N1C=CC=CC=1.[CH3:22][S:23](Cl)(=[O:25])=[O:24].